This data is from Retrosynthesis with 50K atom-mapped reactions and 10 reaction types from USPTO. The task is: Predict the reactants needed to synthesize the given product. (1) Given the product Oc1ccc2c(CCCCN3CC=C(c4cccs4)CC3)c[nH]c2c1, predict the reactants needed to synthesize it. The reactants are: COc1ccc2c(CCCCN3CC=C(c4cccs4)CC3)c[nH]c2c1. (2) Given the product Cc1ncccc1-c1ccn(CCCCCl)c(=O)n1, predict the reactants needed to synthesize it. The reactants are: Cc1ncccc1-c1cc[nH]c(=O)n1.ClCCCCBr. (3) Given the product O=C1O[C@]2(CCN(C(=O)C3(c4ccc(-c5ccncc5)cc4)CC3)C2)c2ccccc21, predict the reactants needed to synthesize it. The reactants are: CCCC[Sn](CCCC)(CCCC)c1ccncc1.O=C1O[C@]2(CCN(C(=O)C3(c4ccc(Br)cc4)CC3)C2)c2ccccc21.